From a dataset of Reaction yield outcomes from USPTO patents with 853,638 reactions. Predict the reaction yield, written as a fraction of the theoretical maximum amount of product (1.0 means a 100% yield; for example, 0.34 means a 34% yield). (1) The reactants are C[Si]([Br:5])(C)C.[F:6][C:7]1[C:8]([C:14]2[N:18]([CH:19]3[CH2:24][CH2:23][O:22][CH2:21][CH2:20]3)[C:17]([CH3:25])=[N:16][CH:15]=2)=[N:9][C:10](N)=[N:11][CH:12]=1.C(ON=O)(C)(C)C.C([O-])(O)=O.[Na+]. The catalyst is C(Br)Br.C(Cl)Cl.O. The product is [Br:5][C:10]1[N:9]=[C:8]([C:14]2[N:18]([CH:19]3[CH2:24][CH2:23][O:22][CH2:21][CH2:20]3)[C:17]([CH3:25])=[N:16][CH:15]=2)[C:7]([F:6])=[CH:12][N:11]=1. The yield is 0.800. (2) The reactants are [CH2:1]([Zn]CC)C.[Si:6]([O:23][CH2:24][C@@H:25]1[CH2:29][CH:28]=[CH:27][N:26]1[C:30]([O:32][C:33]([CH3:36])([CH3:35])[CH3:34])=[O:31])([C:19]([CH3:22])([CH3:21])[CH3:20])([C:13]1[CH:18]=[CH:17][CH:16]=[CH:15][CH:14]=1)[C:7]1[CH:12]=[CH:11][CH:10]=[CH:9][CH:8]=1.ClCI. The catalyst is C1(C)C=CC=CC=1. The product is [Si:6]([O:23][CH2:24][C@@H:25]1[CH2:29][CH:28]2[CH:27]([CH2:1]2)[N:26]1[C:30]([O:32][C:33]([CH3:36])([CH3:35])[CH3:34])=[O:31])([C:19]([CH3:21])([CH3:22])[CH3:20])([C:13]1[CH:18]=[CH:17][CH:16]=[CH:15][CH:14]=1)[C:7]1[CH:12]=[CH:11][CH:10]=[CH:9][CH:8]=1. The yield is 0.907. (3) The reactants are [CH3:1][O:2][C:3](=[O:14])[C:4]1[CH:12]=[CH:11][C:10]([OH:13])=[C:6]([C:7]([OH:9])=O)[CH:5]=1.[F:15][C:16]([F:29])([F:28])[C:17]1[CH:18]=[C:19]([CH:21]=[C:22]([C:24]([F:27])([F:26])[F:25])[CH:23]=1)[NH2:20]. No catalyst specified. The product is [CH3:1][O:2][C:3](=[O:14])[C:4]1[CH:12]=[CH:11][C:10]([OH:13])=[C:6]([C:7]([NH:20][C:19]2[CH:21]=[C:22]([C:24]([F:25])([F:26])[F:27])[CH:23]=[C:17]([C:16]([F:15])([F:28])[F:29])[CH:18]=2)=[O:9])[CH:5]=1. The yield is 0.915. (4) The reactants are [C:1]1([OH:7])[CH:6]=[CH:5][CH:4]=[CH:3][CH:2]=1.C([O-])([O-])=O.[Cs+].[Cs+].Br[CH:15]([CH3:21])[C:16]([O:18][CH2:19][CH3:20])=[O:17]. The catalyst is CN(C=O)C. The product is [CH2:19]([O:18][C:16](=[O:17])[CH:15]([O:7][C:1]1[CH:6]=[CH:5][CH:4]=[CH:3][CH:2]=1)[CH3:21])[CH3:20]. The yield is 0.830. (5) The reactants are [S:1]1[CH:5]=[CH:4][C:3]([CH2:6][C:7]#[N:8])=[CH:2]1.[C:9]([OH:13])(=[O:12])[CH:10]=O.C(=O)([O-])[O-].[K+].[K+]. The catalyst is CO. The product is [C:7](/[C:6](/[C:3]1[CH:4]=[CH:5][S:1][CH:2]=1)=[CH:10]\[C:9]([OH:13])=[O:12])#[N:8]. The yield is 0.900. (6) The reactants are [CH3:1][S:2]([CH2:5][CH2:6][N:7]1[CH2:12][CH2:11][N:10]([C:13]2[CH:18]=[CH:17][C:16]([N+:19]([O-])=O)=[CH:15][CH:14]=2)[CH2:9][CH2:8]1)(=[O:4])=[O:3].[Cl-].[NH4+]. The catalyst is C1COCC1.O.[Fe]. The product is [CH3:1][S:2]([CH2:5][CH2:6][N:7]1[CH2:12][CH2:11][N:10]([C:13]2[CH:18]=[CH:17][C:16]([NH2:19])=[CH:15][CH:14]=2)[CH2:9][CH2:8]1)(=[O:3])=[O:4]. The yield is 0.350.